This data is from NCI-60 drug combinations with 297,098 pairs across 59 cell lines. The task is: Regression. Given two drug SMILES strings and cell line genomic features, predict the synergy score measuring deviation from expected non-interaction effect. (1) Drug 1: CN1C(=O)N2C=NC(=C2N=N1)C(=O)N. Drug 2: COC1=NC(=NC2=C1N=CN2C3C(C(C(O3)CO)O)O)N. Cell line: NCI-H322M. Synergy scores: CSS=-11.1, Synergy_ZIP=3.12, Synergy_Bliss=-2.48, Synergy_Loewe=-6.82, Synergy_HSA=-7.64. (2) Drug 1: CC1CCC2CC(C(=CC=CC=CC(CC(C(=O)C(C(C(=CC(C(=O)CC(OC(=O)C3CCCCN3C(=O)C(=O)C1(O2)O)C(C)CC4CCC(C(C4)OC)O)C)C)O)OC)C)C)C)OC. Drug 2: C(CN)CNCCSP(=O)(O)O. Cell line: MDA-MB-231. Synergy scores: CSS=21.5, Synergy_ZIP=-2.67, Synergy_Bliss=0.310, Synergy_Loewe=-60.1, Synergy_HSA=1.10. (3) Drug 1: C1=CC(=CC=C1CCCC(=O)O)N(CCCl)CCCl. Drug 2: CCN(CC)CCNC(=O)C1=C(NC(=C1C)C=C2C3=C(C=CC(=C3)F)NC2=O)C. Cell line: IGROV1. Synergy scores: CSS=28.9, Synergy_ZIP=-2.85, Synergy_Bliss=1.20, Synergy_Loewe=1.02, Synergy_HSA=1.17. (4) Drug 1: CC1OCC2C(O1)C(C(C(O2)OC3C4COC(=O)C4C(C5=CC6=C(C=C35)OCO6)C7=CC(=C(C(=C7)OC)O)OC)O)O. Drug 2: CC12CCC3C(C1CCC2O)C(CC4=C3C=CC(=C4)O)CCCCCCCCCS(=O)CCCC(C(F)(F)F)(F)F. Cell line: HS 578T. Synergy scores: CSS=23.9, Synergy_ZIP=-4.11, Synergy_Bliss=-10.0, Synergy_Loewe=-8.33, Synergy_HSA=-7.53. (5) Drug 1: CCCS(=O)(=O)NC1=C(C(=C(C=C1)F)C(=O)C2=CNC3=C2C=C(C=N3)C4=CC=C(C=C4)Cl)F. Drug 2: C1=CN(C=N1)CC(O)(P(=O)(O)O)P(=O)(O)O. Cell line: HCT116. Synergy scores: CSS=1.09, Synergy_ZIP=-1.02, Synergy_Bliss=-4.67, Synergy_Loewe=-4.83, Synergy_HSA=-6.35.